From a dataset of M1 muscarinic receptor agonist screen with 61,833 compounds. Binary Classification. Given a drug SMILES string, predict its activity (active/inactive) in a high-throughput screening assay against a specified biological target. The compound is S(c1n(c(nn1)c1ccc(OC)cc1)C)CC(=O)Nc1scc(n1)CC(OCC)=O. The result is 0 (inactive).